This data is from CYP3A4 inhibition data for predicting drug metabolism from PubChem BioAssay. The task is: Regression/Classification. Given a drug SMILES string, predict its absorption, distribution, metabolism, or excretion properties. Task type varies by dataset: regression for continuous measurements (e.g., permeability, clearance, half-life) or binary classification for categorical outcomes (e.g., BBB penetration, CYP inhibition). Dataset: cyp3a4_veith. (1) The drug is C[C@@H](Cc1ccc(OCC(=O)[O-])cc1)NC[C@H](O)c1cccc(Cl)c1.[Na+]. The result is 1 (inhibitor). (2) The drug is CC(C/C=N/NC(=O)COc1cc(Cl)ccc1Cl)c1ccccc1. The result is 1 (inhibitor).